This data is from Peptide-MHC class I binding affinity with 185,985 pairs from IEDB/IMGT. The task is: Regression. Given a peptide amino acid sequence and an MHC pseudo amino acid sequence, predict their binding affinity value. This is MHC class I binding data. (1) The peptide sequence is KTIQGGLGW. The MHC is HLA-B08:01 with pseudo-sequence HLA-B08:01. The binding affinity (normalized) is 0.0847. (2) The MHC is HLA-A33:01 with pseudo-sequence HLA-A33:01. The peptide sequence is VIRLLIWAY. The binding affinity (normalized) is 0.104. (3) The peptide sequence is YVVSRRGDL. The MHC is HLA-B51:01 with pseudo-sequence HLA-B51:01. The binding affinity (normalized) is 0.0847.